Dataset: Peptide-MHC class II binding affinity with 134,281 pairs from IEDB. Task: Regression. Given a peptide amino acid sequence and an MHC pseudo amino acid sequence, predict their binding affinity value. This is MHC class II binding data. (1) The peptide sequence is KSAFQSSVASGFIGF. The MHC is DRB1_0901 with pseudo-sequence DRB1_0901. The binding affinity (normalized) is 0.384. (2) The peptide sequence is GCQTYKWETFLTSEL. The MHC is HLA-DQA10301-DQB10302 with pseudo-sequence HLA-DQA10301-DQB10302. The binding affinity (normalized) is 0.318. (3) The peptide sequence is LNFTGPCKGDSVTIK. The MHC is HLA-DPA10201-DPB11401 with pseudo-sequence HLA-DPA10201-DPB11401. The binding affinity (normalized) is 0.0337. (4) The peptide sequence is HKGIVIKSKKKGSTP. The MHC is DRB1_1501 with pseudo-sequence DRB1_1501. The binding affinity (normalized) is 0.0905. (5) The peptide sequence is KLKIQNVIIDECYGA. The MHC is HLA-DPA10301-DPB10402 with pseudo-sequence HLA-DPA10301-DPB10402. The binding affinity (normalized) is 0.131.